Predict the reaction yield, written as a fraction of the theoretical maximum amount of product (1.0 means a 100% yield; for example, 0.34 means a 34% yield). From a dataset of Reaction yield outcomes from USPTO patents with 853,638 reactions. (1) The reactants are [F:1][C:2]1[CH:7]=[CH:6][C:5]([C:8]2[C:12]3[C:13](=[O:17])[NH:14][CH2:15][CH2:16][C:11]=3[NH:10][C:9]=2[CH:18]=O)=[CH:4][CH:3]=1.[F:20][C:21]1[CH:22]=[C:23]2[C:27](=[CH:28][C:29]=1[NH:30][CH2:31][C:32]1[CH:37]=[CH:36][C:35]([F:38])=[CH:34][CH:33]=1)[NH:26][C:25](=[O:39])[CH2:24]2. No catalyst specified. The product is [F:20][C:21]1[CH:22]=[C:23]2[C:27](=[CH:28][C:29]=1[NH:30][CH2:31][C:32]1[CH:37]=[CH:36][C:35]([F:38])=[CH:34][CH:33]=1)[NH:26][C:25](=[O:39])[C:24]2=[CH:18][C:9]1[NH:10][C:11]2[CH2:16][CH2:15][NH:14][C:13](=[O:17])[C:12]=2[C:8]=1[C:5]1[CH:6]=[CH:7][C:2]([F:1])=[CH:3][CH:4]=1. The yield is 0.435. (2) The reactants are [CH:1]1([N:5]2[CH2:10][CH2:9][CH:8]([CH2:11][C:12]([OH:14])=O)[CH2:7][CH2:6]2)[CH2:4][CH2:3][CH2:2]1.P(Cl)(Cl)(Cl)=O.[NH2:20][C:21]1[C:30]([Cl:31])=[CH:29][C:28]([C:32]([NH:34][NH2:35])=O)=[C:27]2[C:22]=1[CH2:23][CH2:24][CH2:25][O:26]2. No catalyst specified. The product is [Cl:31][C:30]1[C:21]([NH2:20])=[C:22]2[C:27](=[C:28]([C:32]3[O:14][C:12]([CH2:11][CH:8]4[CH2:7][CH2:6][N:5]([CH:1]5[CH2:2][CH2:3][CH2:4]5)[CH2:10][CH2:9]4)=[N:35][N:34]=3)[CH:29]=1)[O:26][CH2:25][CH2:24][CH2:23]2. The yield is 0.300. (3) The reactants are [N:8]1(C([N:8]2[CH:12]=[CH:11][N:10]=[CH:9]2)=N)[CH:12]=[CH:11][N:10]=[CH:9]1.N[C:14]1[CH:19]=[CH:18]C(C)=C[C:15]=1[OH:21]. The catalyst is C1COCC1. The product is [O:21]1[C:15]2[CH:14]=[CH:19][CH:18]=[CH:12][C:11]=2[N:10]=[C:9]1[NH2:8]. The yield is 0.920. (4) The reactants are [C:1](Cl)(=[O:3])[CH3:2].[NH2:5][CH2:6][CH2:7][N:8]1[CH:16]=[C:15]2[C:10]([N:11]=[C:12]([C:30]3[CH:35]=[CH:34][C:33]([F:36])=[CH:32][CH:31]=3)[C:13]([C:24]3[CH:29]=[CH:28][N:27]=[CH:26][CH:25]=3)=[C:14]2[C:17]2[CH:22]=[CH:21][C:20]([F:23])=[CH:19][CH:18]=2)=[N:9]1. No catalyst specified. The product is [F:23][C:20]1[CH:21]=[CH:22][C:17]([C:14]2[C:15]3[C:10](=[N:9][N:8]([CH2:7][CH2:6][NH:5][C:1](=[O:3])[CH3:2])[CH:16]=3)[N:11]=[C:12]([C:30]3[CH:35]=[CH:34][C:33]([F:36])=[CH:32][CH:31]=3)[C:13]=2[C:24]2[CH:29]=[CH:28][N:27]=[CH:26][CH:25]=2)=[CH:18][CH:19]=1. The yield is 0.480. (5) The product is [NH2:16][C:15]1[N:21]=[C:19]([SH:20])[N:18]=[C:5]([OH:17])[C:6]=1[CH2:7][CH:8]([O:12][CH2:13][CH3:14])[O:9][CH2:10][CH3:11]. The reactants are [Na].C(O[C:5](=[O:17])[CH:6]([C:15]#[N:16])[CH2:7][CH:8]([O:12][CH2:13][CH3:14])[O:9][CH2:10][CH3:11])C.[NH2:18][C:19]([NH2:21])=[S:20]. The catalyst is C(O)C. The yield is 0.360. (6) The reactants are [C:1]([O:5][C:6]([N:8]1[CH2:13][CH2:12][C:11](=[C:14]([C:18]2[CH:23]=[CH:22][CH:21]=[CH:20][CH:19]=2)[C:15](O)=[O:16])[CH2:10][CH2:9]1)=[O:7])([CH3:4])([CH3:3])[CH3:2].CCN=C=NCCCN(C)C.C1C=CC2N(O)N=NC=2C=1.[CH:45]([NH:47][NH2:48])=[O:46]. The catalyst is CN(C=O)C.O. The product is [C:1]([O:5][C:6]([N:8]1[CH2:9][CH2:10][C:11](=[C:14]([C:18]2[CH:19]=[CH:20][CH:21]=[CH:22][CH:23]=2)[C:15]([NH:48][NH:47][CH:45]=[O:46])=[O:16])[CH2:12][CH2:13]1)=[O:7])([CH3:4])([CH3:3])[CH3:2]. The yield is 0.970.